Predict the reactants needed to synthesize the given product. From a dataset of Full USPTO retrosynthesis dataset with 1.9M reactions from patents (1976-2016). (1) Given the product [Cl:25][C:26]1[CH:51]=[CH:50][CH:49]=[CH:48][C:27]=1[CH:28]([O:36][CH:37]1[CH2:40][N:39]([C:41]([NH:43][CH:44]2[CH2:46][CH2:4][CH2:3][CH2:47]2)=[O:42])[CH2:38]1)[C:29]1[CH:34]=[CH:33][CH:32]=[CH:31][C:30]=1[Cl:35], predict the reactants needed to synthesize it. The reactants are: Cl.Cl[C:3]1C=CC=C[C:4]=1C(OC1CNC1)C1C=CC=CC=1Cl.[N-]=C=O.[Cl:25][C:26]1[CH:51]=[CH:50][CH:49]=[CH:48][C:27]=1[CH:28]([O:36][CH:37]1[CH2:40][N:39]([C:41]([NH:43][C:44]([CH3:47])([CH3:46])C)=[O:42])[CH2:38]1)[C:29]1[CH:34]=[CH:33][CH:32]=[CH:31][C:30]=1[Cl:35]. (2) The reactants are: [Cl:1][C:2]1[CH:3]=[N:4][CH:5]=[C:6]([Cl:20])[C:7]=1[S:8][C:9]1[S:13][C:12]([C:14]([OH:16])=O)=[CH:11][C:10]=1[N+:17]([O-:19])=[O:18].[CH3:21][N:22]([CH3:32])[CH2:23][CH2:24][N:25]1[C:29]([NH2:30])=[CH:28][C:27]([CH3:31])=[N:26]1. Given the product [Cl:20][C:6]1[CH:5]=[N:4][CH:3]=[C:2]([Cl:1])[C:7]=1[S:8][C:9]1[S:13][C:12]([C:14]([NH:30][C:29]2[N:25]([CH2:24][CH2:23][N:22]([CH3:32])[CH3:21])[N:26]=[C:27]([CH3:31])[CH:28]=2)=[O:16])=[CH:11][C:10]=1[N+:17]([O-:19])=[O:18], predict the reactants needed to synthesize it. (3) Given the product [CH3:53][NH:54][CH2:52][CH:50]([C@:10]12[O:32][C@:13]([C:33]3[CH:38]=[CH:37][C:36]([Cl:39])=[C:35]([CH2:40][C:41]4[CH:42]=[CH:43][C:44]([O:47][CH2:48][CH3:49])=[CH:45][CH:46]=4)[CH:34]=3)([O:12][CH2:11]1)[C@H:14]([O:24][CH2:25][C:26]1[CH:31]=[CH:30][CH:29]=[CH:28][CH:27]=1)[C@@H:15]([O:16][CH2:17][C:18]1[CH:19]=[CH:20][CH:21]=[CH:22][CH:23]=1)[C@@H:9]2[O:8][CH2:1][C:2]1[CH:7]=[CH:6][CH:5]=[CH:4][CH:3]=1)[OH:51], predict the reactants needed to synthesize it. The reactants are: [CH2:1]([O:8][C@H:9]1[C@H:15]([O:16][CH2:17][C:18]2[CH:23]=[CH:22][CH:21]=[CH:20][CH:19]=2)[C@@H:14]([O:24][CH2:25][C:26]2[CH:31]=[CH:30][CH:29]=[CH:28][CH:27]=2)[C@:13]2([C:33]3[CH:38]=[CH:37][C:36]([Cl:39])=[C:35]([CH2:40][C:41]4[CH:46]=[CH:45][C:44]([O:47][CH2:48][CH3:49])=[CH:43][CH:42]=4)[CH:34]=3)[O:32][C@:10]1([CH:50]1[CH2:52][O:51]1)[CH2:11][O:12]2)[C:2]1[CH:7]=[CH:6][CH:5]=[CH:4][CH:3]=1.[CH3:53][NH2:54]. (4) Given the product [Cl:20][C:14]1[C:13]([CH3:21])=[C:12]([NH:11][C@@H:10]([C:22]2[O:26][C:25]([C:27]3[CH:28]=[CH:29][C:30]([NH:33][C:34](=[O:36])[CH3:35])=[CH:31][CH:32]=3)=[N:24][N:23]=2)[C@@H:9]([OH:8])[CH3:37])[CH:17]=[CH:16][C:15]=1[C:18]#[N:19], predict the reactants needed to synthesize it. The reactants are: [Si]([O:8][C@@H:9]([CH3:37])[C@H:10]([C:22]1[O:26][C:25]([C:27]2[CH:32]=[CH:31][C:30]([NH:33][C:34](=[O:36])[CH3:35])=[CH:29][CH:28]=2)=[N:24][N:23]=1)[NH:11][C:12]1[CH:17]=[CH:16][C:15]([C:18]#[N:19])=[C:14]([Cl:20])[C:13]=1[CH3:21])(C(C)(C)C)(C)C.CCCC[N+](CCCC)(CCCC)CCCC.[F-]. (5) The reactants are: C([O:3][C:4]([C:6]1[S:27][C:9]2[N:10]=[C:11]([NH2:26])[N:12]=[C:13]([C:14]([C:17]3[CH:25]=[CH:24][C:20]4[O:21][CH2:22][O:23][C:19]=4[CH:18]=3)=[N:15][OH:16])[C:8]=2[CH:7]=1)=[O:5])C.O. Given the product [NH2:26][C:11]1[N:12]=[C:13]([C:14]([C:17]2[CH:25]=[CH:24][C:20]3[O:21][CH2:22][O:23][C:19]=3[CH:18]=2)=[N:15][OH:16])[C:8]2[CH:7]=[C:6]([C:4]([OH:5])=[O:3])[S:27][C:9]=2[N:10]=1, predict the reactants needed to synthesize it. (6) Given the product [OH:49][CH2:48][CH2:47][CH2:46][NH:45][C:29]([C:23]1[C:22]2[CH2:21][CH2:20][N:19]([C:15]3[CH:16]=[CH:17][CH:18]=[C:13]([C:11]([NH:10][C:6]4[CH:7]=[CH:8][CH:9]=[C:4]([CH:1]([CH3:3])[CH3:2])[CH:5]=4)=[O:12])[CH:14]=3)[CH2:28][C:27]=2[CH:26]=[N:25][CH:24]=1)=[O:30], predict the reactants needed to synthesize it. The reactants are: [CH:1]([C:4]1[CH:5]=[C:6]([NH:10][C:11]([C:13]2[CH:14]=[C:15]([N:19]3[CH2:28][C:27]4[CH:26]=[N:25][CH:24]=[C:23]([C:29](O)=[O:30])[C:22]=4[CH2:21][CH2:20]3)[CH:16]=[CH:17][CH:18]=2)=[O:12])[CH:7]=[CH:8][CH:9]=1)([CH3:3])[CH3:2].C(N(CC)CC)C.CCCP(=O)=O.[NH2:45][CH2:46][CH2:47][CH2:48][OH:49]. (7) Given the product [C:5]([C:8]1[C:17]2[C:12](=[CH:13][CH:14]=[CH:15][CH:16]=2)[C:11]([C:18]([Cl:3])=[O:20])=[CH:10][CH:9]=1)(=[O:7])[CH3:6], predict the reactants needed to synthesize it. The reactants are: S(Cl)([Cl:3])=O.[C:5]([C:8]1[C:17]2[C:12](=[CH:13][CH:14]=[CH:15][CH:16]=2)[C:11]([C:18]([OH:20])=O)=[CH:10][CH:9]=1)(=[O:7])[CH3:6]. (8) Given the product [CH3:39][NH:35][C:31](=[O:33])[CH2:30][CH:27]1[CH2:28][CH2:29][CH:24]([N:8]2[C:4]3[N:5]=[CH:6][N:7]=[C:2]([NH2:1])[C:3]=3[C:10]([C:11]3[CH:16]=[CH:15][C:14]([O:17][C:18]4[CH:23]=[CH:22][CH:21]=[CH:20][CH:19]=4)=[CH:13][CH:12]=3)=[CH:9]2)[CH2:25][CH2:26]1, predict the reactants needed to synthesize it. The reactants are: [NH2:1][C:2]1[C:3]2[C:10]([C:11]3[CH:16]=[CH:15][C:14]([O:17][C:18]4[CH:23]=[CH:22][CH:21]=[CH:20][CH:19]=4)=[CH:13][CH:12]=3)=[CH:9][N:8]([CH:24]3[CH2:29][CH2:28][CH:27]([CH2:30][C:31]([OH:33])=O)[CH2:26][CH2:25]3)[C:4]=2[N:5]=[CH:6][N:7]=1.O[N:35]1[C:39]2N=CC=CC=2N=N1.Cl.CN(C)CCCN=C=NCC.CN.O1CCCC1.